From a dataset of Forward reaction prediction with 1.9M reactions from USPTO patents (1976-2016). Predict the product of the given reaction. Given the reactants Br[C:2]1[CH:7]=[CH:6][C:5]([S:8]([NH:11][C@H:12]([C:16]([O:18][CH3:19])=[O:17])[CH:13]([CH3:15])[CH3:14])(=[O:10])=[O:9])=[CH:4][CH:3]=1.[C:20]([C:22]1[CH:23]=[C:24](B(O)O)[CH:25]=[CH:26][CH:27]=1)#[N:21].C(=O)([O-])[O-].[Na+].[Na+].C1(C)C=CC=CC=1, predict the reaction product. The product is: [C:20]([C:22]1[CH:27]=[C:26]([C:2]2[CH:7]=[CH:6][C:5]([S:8]([NH:11][C@H:12]([C:16]([O:18][CH3:19])=[O:17])[CH:13]([CH3:15])[CH3:14])(=[O:10])=[O:9])=[CH:4][CH:3]=2)[CH:25]=[CH:24][CH:23]=1)#[N:21].